This data is from Reaction yield outcomes from USPTO patents with 853,638 reactions. The task is: Predict the reaction yield, written as a fraction of the theoretical maximum amount of product (1.0 means a 100% yield; for example, 0.34 means a 34% yield). The reactants are [CH:1]#[C:2][CH2:3][CH2:4][CH2:5][CH2:6][CH3:7].[Li]C.Cl[Si:11]1([CH3:15])[CH2:14][CH2:13][CH2:12]1. The catalyst is CCOCC. The product is [C:1]([Si:11]1([CH3:15])[CH2:14][CH2:13][CH2:12]1)#[C:2][CH2:3][CH2:4][CH2:5][CH2:6][CH3:7]. The yield is 0.920.